Dataset: Forward reaction prediction with 1.9M reactions from USPTO patents (1976-2016). Task: Predict the product of the given reaction. Given the reactants Cl[C:2]1[N:11]=[C:10]([NH2:12])[C:9]2[C:4](=[CH:5][C:6](C)=[C:7]([CH3:13])[CH:8]=2)[N:3]=1.[CH2:15]([N:22]1[CH2:27][CH2:26][C:25]([CH2:34][NH:35][CH3:36])([C:28]2[CH:33]=[CH:32][CH:31]=[CH:30][CH:29]=2)[CH2:24][CH2:23]1)[C:16]1[CH:21]=[CH:20][CH:19]=[CH:18][CH:17]=1.[C:37](=[O:40])([O-])[O-].[K+].[K+].C([OH:47])CCC, predict the reaction product. The product is: [CH2:15]([N:22]1[CH2:23][CH2:24][C:25]([CH2:34][N:35]([CH3:36])[C:2]2[N:11]=[C:10]([NH2:12])[C:9]3[C:4](=[CH:5][C:6]([CH:37]=[O:40])=[C:7]([CH:13]=[O:47])[CH:8]=3)[N:3]=2)([C:28]2[CH:33]=[CH:32][CH:31]=[CH:30][CH:29]=2)[CH2:26][CH2:27]1)[C:16]1[CH:17]=[CH:18][CH:19]=[CH:20][CH:21]=1.